Predict the reaction yield, written as a fraction of the theoretical maximum amount of product (1.0 means a 100% yield; for example, 0.34 means a 34% yield). From a dataset of Reaction yield outcomes from USPTO patents with 853,638 reactions. (1) The reactants are [NH2:1][C:2]1[C:10]([Cl:11])=[CH:9][C:5]([C:6]([OH:8])=[O:7])=[C:4]([O:12][CH3:13])[CH:3]=1.S(Cl)(Cl)=O.[CH3:18]O. No catalyst specified. The product is [NH2:1][C:2]1[C:10]([Cl:11])=[CH:9][C:5]([C:6]([O:8][CH3:18])=[O:7])=[C:4]([O:12][CH3:13])[CH:3]=1. The yield is 1.00. (2) The reactants are C(OC(=O)[NH:7][C@@H:8]1[CH2:13][CH2:12][CH2:11][CH2:10][C@@H:9]1[N:14]1[CH2:18][CH2:17][CH2:16][CH2:15]1)(C)(C)C.[ClH:20]. The catalyst is O1CCOCC1. The product is [ClH:20].[ClH:20].[N:14]1([C@H:9]2[CH2:10][CH2:11][CH2:12][CH2:13][C@H:8]2[NH2:7])[CH2:15][CH2:16][CH2:17][CH2:18]1. The yield is 0.850. (3) The reactants are C(OC([N:8]1[CH2:12][CH2:11][CH2:10][C@@H:9]1[CH2:13][O:14][C:15]1[CH:20]=[CH:19][CH:18]=[CH:17][C:16]=1[C:21]([N:23]1[CH2:37][C:26]2=[C:27]3[N:32]([N:33]=[C:25]2[CH2:24]1)[C:31]([CH3:34])=[C:30]([Cl:35])[C:29]([CH3:36])=[N:28]3)=[O:22])=O)(C)(C)C.Cl. The catalyst is C(Cl)Cl. The product is [Cl:35][C:30]1[C:29]([CH3:36])=[N:28][C:27]2[N:32]([N:33]=[C:25]3[CH2:24][N:23]([C:21]([C:16]4[CH:17]=[CH:18][CH:19]=[CH:20][C:15]=4[O:14][CH2:13][C@H:9]4[CH2:10][CH2:11][CH2:12][NH:8]4)=[O:22])[CH2:37][C:26]3=2)[C:31]=1[CH3:34]. The yield is 0.410. (4) The reactants are [CH:1]([CH:4]1[C:9](=O)[NH:8][CH2:7][CH2:6][N:5]1[C:11]([O:13][C:14]([CH3:17])([CH3:16])[CH3:15])=[O:12])([CH3:3])[CH3:2].Br[C:19]1[CH:25]=[C:24]([S:26]([CH3:29])(=[O:28])=[O:27])[CH:23]=[CH:22][C:20]=1[NH2:21].CN[C@@H]1CCCC[C@@H]1NC. The catalyst is CN1C(=O)CCC1.O. The product is [CH:1]([CH:4]1[N:5]([C:11]([O:13][C:14]([CH3:17])([CH3:16])[CH3:15])=[O:12])[CH2:6][CH2:7][N:8]2[C:19]3[CH:25]=[C:24]([S:26]([CH3:29])(=[O:27])=[O:28])[CH:23]=[CH:22][C:20]=3[N:21]=[C:9]12)([CH3:3])[CH3:2]. The yield is 0.340. (5) The reactants are Cl.[CH3:2][C:3]1[C:7]([CH2:8][N:9]2[CH:13]=[C:12]([NH2:14])[CH:11]=[N:10]2)=[C:6]([CH3:15])[O:5][N:4]=1.[N:16]([CH:19]([CH:25]([CH3:27])[CH3:26])[C:20](OCC)=[O:21])=[C:17]=[O:18]. No catalyst specified. The product is [CH3:2][C:3]1[C:7]([CH2:8][N:9]2[CH:13]=[C:12]([N:14]3[C:20](=[O:21])[CH:19]([CH:25]([CH3:27])[CH3:26])[NH:16][C:17]3=[O:18])[CH:11]=[N:10]2)=[C:6]([CH3:15])[O:5][N:4]=1. The yield is 0.300. (6) The reactants are [F:1][C:2]1[CH:7]=[CH:6][C:5]([C:8]2([C:13]([OH:15])=O)[CH2:12][CH2:11][CH2:10][CH2:9]2)=[CH:4][CH:3]=1.[CH3:16][NH:17][CH2:18][C:19]1[S:20][CH:21]=[CH:22][CH:23]=1.C(N(CC)CC)C.CCN=C=NCCCN(C)C. The catalyst is C(Cl)Cl.CN(C1C=CN=CC=1)C. The product is [F:1][C:2]1[CH:3]=[CH:4][C:5]([C:8]2([C:13]([N:17]([CH3:16])[CH2:18][C:19]3[S:20][CH:21]=[CH:22][CH:23]=3)=[O:15])[CH2:9][CH2:10][CH2:11][CH2:12]2)=[CH:6][CH:7]=1. The yield is 0.600. (7) The reactants are [Cl-].O[NH3+:3].[C:4](=[O:7])([O-])[OH:5].[Na+].CS(C)=O.[CH2:13]([C:17]1[N:18]=[C:19]([O:45][CH3:46])[N:20]([C:39]2[CH:44]=[CH:43][CH:42]=[CH:41][CH:40]=2)[C:21](=[O:38])[C:22]=1[CH2:23][C:24]1[CH:29]=[CH:28][C:27]([C:30]2[C:31]([C:36]#[N:37])=[CH:32][CH:33]=[CH:34][CH:35]=2)=[CH:26][CH:25]=1)[CH2:14][CH2:15][CH3:16]. The catalyst is C(OCC)(=O)C. The product is [CH2:13]([C:17]1[N:18]=[C:19]([O:45][CH3:46])[N:20]([C:39]2[CH:40]=[CH:41][CH:42]=[CH:43][CH:44]=2)[C:21](=[O:38])[C:22]=1[CH2:23][C:24]1[CH:29]=[CH:28][C:27]([C:30]2[CH:35]=[CH:34][CH:33]=[CH:32][C:31]=2[C:36]2[NH:3][C:4](=[O:7])[O:5][N:37]=2)=[CH:26][CH:25]=1)[CH2:14][CH2:15][CH3:16]. The yield is 0.220. (8) The reactants are [CH3:1][C:2]1[NH:3][C:4]2[C:9]([C:10]=1[C:11]1[CH:16]=[CH:15][CH:14]=[CH:13][CH:12]=1)=[CH:8][C:7]([O:17][C:18]1[CH:32]=[CH:31][C:21]([O:22][CH:23]3[CH:28]4[CH2:29][CH2:30][N:25]([CH2:26][CH2:27]4)[CH2:24]3)=[CH:20][CH:19]=1)=[CH:6][CH:5]=2.[ClH:33]. The catalyst is CCOC(C)=O. The product is [ClH:33].[CH3:1][C:2]1[NH:3][C:4]2[C:9]([C:10]=1[C:11]1[CH:12]=[CH:13][CH:14]=[CH:15][CH:16]=1)=[CH:8][C:7]([O:17][C:18]1[CH:32]=[CH:31][C:21]([O:22][CH:23]3[CH:28]4[CH2:29][CH2:30][N:25]([CH2:26][CH2:27]4)[CH2:24]3)=[CH:20][CH:19]=1)=[CH:6][CH:5]=2. The yield is 0.390.